From a dataset of Reaction yield outcomes from USPTO patents with 853,638 reactions. Predict the reaction yield, written as a fraction of the theoretical maximum amount of product (1.0 means a 100% yield; for example, 0.34 means a 34% yield). (1) The reactants are [Si]([O:8][C@@H:9]1[C@@:42]2([CH3:43])[C:13](=[CH:14][CH:15]=[C:16]3[C@@H:41]2[CH2:40][CH2:39][C@@:38]2([CH3:44])[C@H:17]3[CH2:18][CH:19]=[C:20]2[C@@H:21]([O:23][CH2:24]/[CH:25]=[CH:26]\[C:27]([CH3:37])([O:29][Si](CC)(CC)CC)[CH3:28])[CH3:22])[CH2:12][C@@H:11]([O:45][Si](C(C)(C)C)(C)C)[CH2:10]1)(C(C)(C)C)(C)C.[F-].C([N+](CCCC)(CCCC)CCCC)CCC. The catalyst is O1CCCC1. The product is [OH:8][C@@H:9]1[C@@:42]2([CH3:43])[C:13](=[CH:14][CH:15]=[C:16]3[C@@H:41]2[CH2:40][CH2:39][C@@:38]2([CH3:44])[C@H:17]3[CH2:18][CH:19]=[C:20]2[C@@H:21]([O:23][CH2:24]/[CH:25]=[CH:26]\[C:27]([OH:29])([CH3:28])[CH3:37])[CH3:22])[CH2:12][C@@H:11]([OH:45])[CH2:10]1. The yield is 0.740. (2) The catalyst is C(Cl)Cl. The reactants are B(F)(F)[F:2].CCOCC.N[C:11]1[C:12]([O:30][CH2:31][CH2:32][O:33][CH3:34])=[CH:13][C:14]2[CH2:15][CH2:16][C@@H:17]3[C@@H:26]([C:27]=2[CH:28]=1)[CH2:25][CH2:24][C@@:22]1([CH3:23])[C@H:18]3[CH2:19][CH2:20][C:21]1=[O:29].N(OC(C)(C)C)=O.CCCCC. The product is [F:2][C:11]1[C:12]([O:30][CH2:31][CH2:32][O:33][CH3:34])=[CH:13][C:14]2[CH2:15][CH2:16][C@@H:17]3[C@@H:26]([C:27]=2[CH:28]=1)[CH2:25][CH2:24][C@@:22]1([CH3:23])[C@H:18]3[CH2:19][CH2:20][C:21]1=[O:29]. The yield is 0.140. (3) The catalyst is CN(C=O)C. The product is [Br:33][C:34]1[CH:35]=[C:36]([CH2:41][N:42]([CH2:2][C:3]2[CH:4]=[C:5]([CH:30]=[CH:31][CH:32]=2)[C:6]([NH:8][CH2:9][C:10]2[C:11]([NH:23][CH:24]3[CH2:29][CH2:28][O:27][CH2:26][CH2:25]3)=[C:12]3[CH:20]=[N:19][N:18]([CH2:21][CH3:22])[C:13]3=[N:14][C:15]=2[CH2:16][CH3:17])=[O:7])[CH3:43])[CH:37]=[CH:38][C:39]=1[F:40]. The reactants are Cl[CH2:2][C:3]1[CH:4]=[C:5]([CH:30]=[CH:31][CH:32]=1)[C:6]([NH:8][CH2:9][C:10]1[C:11]([NH:23][CH:24]2[CH2:29][CH2:28][O:27][CH2:26][CH2:25]2)=[C:12]2[CH:20]=[N:19][N:18]([CH2:21][CH3:22])[C:13]2=[N:14][C:15]=1[CH2:16][CH3:17])=[O:7].[Br:33][C:34]1[CH:35]=[C:36]([CH2:41][NH:42][CH3:43])[CH:37]=[CH:38][C:39]=1[F:40].CCOC(C)=O. The yield is 0.930. (4) The reactants are [C:1]([C:3]1[CH:16]=[CH:15][C:6]([CH2:7][N:8]2[CH2:11][CH:10]([C:12]([OH:14])=[O:13])[CH2:9]2)=[CH:5][CH:4]=1)#[N:2].[C:17](O)([CH3:20])([CH3:19])[CH3:18].C(Cl)CCl. The catalyst is CN(C1C=CN=CC=1)C.ClC(Cl)C. The product is [C:1]([C:3]1[CH:4]=[CH:5][C:6]([CH2:7][N:8]2[CH2:9][CH:10]([C:12]([O:14][C:17]([CH3:20])([CH3:19])[CH3:18])=[O:13])[CH2:11]2)=[CH:15][CH:16]=1)#[N:2]. The yield is 0.860. (5) The reactants are [Cl:1][C:2]1[C:3]([NH:17][C@H:18]([C:20]2[CH:25]=[CH:24][CH:23]=[C:22]([O:26]C)[CH:21]=2)[CH3:19])=[N:4][C:5]([NH:8][C:9]2[CH:10]=[C:11]([CH2:15]O)[CH:12]=[CH:13][CH:14]=2)=[N:6][CH:7]=1.B(Br)(Br)[Br:29].O.CCOC(C)=O. The catalyst is C(Cl)Cl. The product is [Br:29][CH2:15][C:11]1[CH:10]=[C:9]([NH:8][C:5]2[N:4]=[C:3]([NH:17][C@H:18]([C:20]3[CH:21]=[C:22]([OH:26])[CH:23]=[CH:24][CH:25]=3)[CH3:19])[C:2]([Cl:1])=[CH:7][N:6]=2)[CH:14]=[CH:13][CH:12]=1. The yield is 0.750. (6) The reactants are [Na].Cl[C:3]1[S:4][CH:5]=[CH:6][C:7]=1[CH:8]=O.[N:10]([CH2:13][C:14]([O:16][CH3:17])=[O:15])=[N+]=[N-].[Cl-:18].[NH4+]. The catalyst is CO. The product is [Cl:18][C:5]1[S:4][C:3]2[NH:10][C:13]([C:14]([O:16][CH3:17])=[O:15])=[CH:8][C:7]=2[CH:6]=1. The yield is 0.690. (7) The reactants are C(OC([N:8]1[CH2:13][CH2:12][CH2:11][C@H:10]([C:14]2[O:18][N:17]=[C:16]([C:19]3[NH:20][CH:21]=[C:22]([C:24]([F:27])([F:26])[F:25])[CH:23]=3)[N:15]=2)[CH2:9]1)=O)(C)(C)C.[ClH:28]. The catalyst is O1CCOCC1. The product is [ClH:28].[F:27][C:24]([F:25])([F:26])[C:22]1[CH:23]=[C:19]([C:16]2[N:15]=[C:14]([C@H:10]3[CH2:11][CH2:12][CH2:13][NH:8][CH2:9]3)[O:18][N:17]=2)[NH:20][CH:21]=1. The yield is 1.00. (8) The reactants are [NH2:1][C@@H:2]([CH2:23][C:24]1[CH:29]=[CH:28][CH:27]=[CH:26][CH:25]=1)[C@H:3]([OH:22])[CH2:4][N:5](OC(CC)C)[S:6]([C:9]1[CH:14]=[CH:13][C:12]([O:15][CH3:16])=[CH:11][CH:10]=1)(=[O:8])=[O:7].Cl.[NH2:31][C:32](=[O:51])[CH2:33][C@H:34]([NH:38][C:39]([C:41]1[CH:50]=[CH:49][C:48]2[C:43](=[CH:44][CH:45]=[CH:46][CH:47]=2)[N:42]=1)=[O:40])[C:35]([OH:37])=O.[OH2:52].ON1[C:58]2[CH:59]=[CH:60]C=C[C:57]=2N=N1.Cl.CN(C)CCCN=C=NCC.C(N(C(C)C)CC)(C)C. The catalyst is CN(C)C=O. The product is [CH2:23]([C@H:2]([NH:1][C:35](=[O:37])[C@@H:34]([NH:38][C:39]([C:41]1[CH:50]=[CH:49][C:48]2[C:43](=[CH:44][CH:45]=[CH:46][CH:47]=2)[N:42]=1)=[O:40])[CH2:33][C:32]([NH2:31])=[O:51])[C@@H:3]([OH:22])[CH:4]([NH:5][S:6]([C:9]1[CH:10]=[CH:11][C:12]([O:15][CH3:16])=[CH:13][CH:14]=1)(=[O:8])=[O:7])[O:52][CH:58]([CH2:59][CH3:60])[CH3:57])[C:24]1[CH:25]=[CH:26][CH:27]=[CH:28][CH:29]=1. The yield is 0.250. (9) The reactants are [Br:1][C:2]1[CH:7]=[C:6]([S:8]([CH2:11][CH3:12])(=[O:10])=[O:9])[CH:5]=[CH:4][C:3]=1F.[OH:14][C:15]1[C:22]([CH3:23])=[CH:21][CH:20]=[CH:19][C:16]=1[CH:17]=[O:18].C(=O)([O-])[O-].[Cs+].[Cs+].CCCCCCC.C(OCC)(=O)C. The catalyst is CS(C)=O. The product is [Br:1][C:2]1[CH:7]=[C:6]([S:8]([CH2:11][CH3:12])(=[O:10])=[O:9])[CH:5]=[CH:4][C:3]=1[O:14][C:15]1[C:22]([CH3:23])=[CH:21][CH:20]=[CH:19][C:16]=1[CH:17]=[O:18]. The yield is 0.940. (10) The reactants are [H-].[Na+].[C:3]([NH:6][CH:7]([C:12]([O:14][CH3:15])=[O:13])[C:8]([O:10][CH3:11])=[O:9])(=[O:5])[CH3:4].Br[CH:17]1[CH2:23][CH2:22][CH2:21][C:20]2[CH:24]=[C:25]([CH2:28][CH2:29][CH2:30][CH2:31][CH2:32][CH2:33][CH2:34][CH3:35])[CH:26]=[CH:27][C:19]=2[C:18]1=[O:36]. The catalyst is CN(C=O)C. The product is [CH3:11][O:10][C:8](=[O:9])[C:7]([NH:6][C:3](=[O:5])[CH3:4])([CH:17]1[CH2:23][CH2:22][CH2:21][C:20]2[CH:24]=[C:25]([CH2:28][CH2:29][CH2:30][CH2:31][CH2:32][CH2:33][CH2:34][CH3:35])[CH:26]=[CH:27][C:19]=2[C:18]1=[O:36])[C:12]([O:14][CH3:15])=[O:13]. The yield is 0.150.